From a dataset of Reaction yield outcomes from USPTO patents with 853,638 reactions. Predict the reaction yield, written as a fraction of the theoretical maximum amount of product (1.0 means a 100% yield; for example, 0.34 means a 34% yield). (1) The reactants are [C:1]([N:8]1[CH2:12][C@@H:11]([N:13]=[N+:14]=[N-:15])[CH2:10][C@H:9]1[C:16]([O:18]C)=[O:17])([O:3][C:4]([CH3:7])([CH3:6])[CH3:5])=[O:2].[Li+].[OH-]. The catalyst is CO.O. The product is [C:1]([N:8]1[CH2:12][C@@H:11]([N:13]=[N+:14]=[N-:15])[CH2:10][C@H:9]1[C:16]([OH:18])=[O:17])([O:3][C:4]([CH3:7])([CH3:6])[CH3:5])=[O:2]. The yield is 0.950. (2) The reactants are [CH:1]([N:4]1[C:10]2[CH:11]=[CH:12][CH:13]=[CH:14][C:9]=2[O:8][C@H:7]([C:15]2[CH:20]=[CH:19][CH:18]=[CH:17][CH:16]=2)[C@H:6]([NH:21]C(=O)OC(C)(C)C)[C:5]1=[O:29])([CH3:3])[CH3:2]. The catalyst is C(Cl)Cl.FC(F)(F)C(O)=O. The product is [NH2:21][C@@H:6]1[C:5](=[O:29])[N:4]([CH:1]([CH3:3])[CH3:2])[C:10]2[CH:11]=[CH:12][CH:13]=[CH:14][C:9]=2[O:8][C@@H:7]1[C:15]1[CH:20]=[CH:19][CH:18]=[CH:17][CH:16]=1. The yield is 0.990.